From a dataset of Reaction yield outcomes from USPTO patents with 853,638 reactions. Predict the reaction yield, written as a fraction of the theoretical maximum amount of product (1.0 means a 100% yield; for example, 0.34 means a 34% yield). (1) The reactants are FC(F)(F)S(O[C:7]1[CH:16]=[CH:15][CH:14]=[C:13]2[C:8]=1[CH2:9][C@H:10]([N:17]([CH2:25][C:26]1[CH:31]=[CH:30][CH:29]=[CH:28][CH:27]=1)[CH2:18][C:19]1[CH:24]=[CH:23][CH:22]=[CH:21][CH:20]=1)[CH2:11][O:12]2)(=O)=O.[N:34]1[CH:39]=[CH:38][C:37](B(O)O)=[CH:36][CH:35]=1.P([O-])([O-])([O-])=O.[K+].[K+].[K+]. The catalyst is O1CCOCC1.[Pd](Cl)Cl.C1(P(C2C=CC=CC=2)[C-]2C=CC=C2)C=CC=CC=1.[C-]1(P(C2C=CC=CC=2)C2C=CC=CC=2)C=CC=C1.[Fe+2]. The product is [CH2:18]([N:17]([CH2:25][C:26]1[CH:31]=[CH:30][CH:29]=[CH:28][CH:27]=1)[C@H:10]1[CH2:9][C:8]2[C:13](=[CH:14][CH:15]=[CH:16][C:7]=2[C:37]2[CH:38]=[CH:39][N:34]=[CH:35][CH:36]=2)[O:12][CH2:11]1)[C:19]1[CH:24]=[CH:23][CH:22]=[CH:21][CH:20]=1. The yield is 0.830. (2) The reactants are [CH3:1][N:2]1[CH2:7][CH2:6][N:5]([C:8]2[CH:9]=[CH:10][C:11]([N+:15]([O-])=O)=[C:12]([CH:14]=2)[NH2:13])[CH2:4][CH2:3]1.Cl.C(O[C:22](=N)[CH2:23][C:24]([O:26][CH2:27][CH3:28])=[O:25])C.Cl.[OH-].[Na+]. No catalyst specified. The product is [CH2:27]([O:26][C:24](=[O:25])[CH2:23][C:22]1[NH:13][C:12]2[CH:14]=[C:8]([N:5]3[CH2:6][CH2:7][N:2]([CH3:1])[CH2:3][CH2:4]3)[CH:9]=[CH:10][C:11]=2[N:15]=1)[CH3:28]. The yield is 0.741. (3) The reactants are C1C([C:7]2[O:17][C:16]3[CH:15]=[C:14]([OH:18])[CH:13]=[C:12]([OH:19])[C:11]=3[C:9](=[O:10])[CH:8]=2)=CC=C(O)C=1.Cl.[C:22](Cl)(=[O:29])[C:23]1[CH:28]=[CH:27][CH:26]=[N:25][CH:24]=1. The catalyst is N1C=CC=CC=1. The product is [C:22]([O:19][C:12]1[CH:13]=[C:14]([O:18][C:22](=[O:29])[C:23]2[CH:28]=[CH:27][CH:26]=[N:25][CH:24]=2)[CH:15]=[C:16]2[C:11]=1[C:9](=[O:10])[CH:8]=[CH:7][O:17]2)(=[O:29])[C:23]1[CH:28]=[CH:27][CH:26]=[N:25][CH:24]=1. The yield is 0.690. (4) The reactants are [N+:1]([C:4]1[CH:5]=[C:6]([C:10]2[CH:15]=[CH:14][CH:13]=[C:12]([C:16]3[N:21]=[C:20]([C:22]([F:25])([F:24])[F:23])[CH:19]=[C:18]([C:26]4[CH:31]=[CH:30][C:29]([C:32]([F:35])([F:34])[F:33])=[CH:28][CH:27]=4)[N:17]=3)[CH:11]=2)[CH:7]=[CH:8][CH:9]=1)([O-])=O.C1COCC1. The yield is 0.850. The product is [F:25][C:22]([F:23])([F:24])[C:20]1[CH:19]=[C:18]([C:26]2[CH:31]=[CH:30][C:29]([C:32]([F:35])([F:34])[F:33])=[CH:28][CH:27]=2)[N:17]=[C:16]([C:12]2[CH:11]=[C:10]([C:6]3[CH:7]=[CH:8][CH:9]=[C:4]([NH2:1])[CH:5]=3)[CH:15]=[CH:14][CH:13]=2)[N:21]=1. The catalyst is CO.[Pd]. (5) The reactants are [CH3:1][O:2][CH:3]([O:9][CH3:10])[CH2:4][C:5]([O:7]C)=[O:6].[Li+].[OH-].Cl. The catalyst is CO.C1COCC1.O. The product is [CH3:1][O:2][CH:3]([O:9][CH3:10])[CH2:4][C:5]([OH:7])=[O:6]. The yield is 0.920. (6) The reactants are [Br:1][C:2]1[CH:7]=[CH:6][C:5]([CH2:8][C:9]([OH:11])=O)=[C:4]([F:12])[CH:3]=1.[CH3:13][N:14]([CH3:29])[CH2:15][CH2:16][O:17][C:18]1[N:23]=[CH:22][C:21]([NH2:24])=[CH:20][C:19]=1[C:25]([F:28])([F:27])[F:26].CN(C(ON1N=NC2C=CC=NC1=2)=[N+](C)C)C.F[P-](F)(F)(F)(F)F.CCN(C(C)C)C(C)C. The catalyst is C(Cl)Cl. The product is [Br:1][C:2]1[CH:7]=[CH:6][C:5]([CH2:8][C:9]([NH:24][C:21]2[CH:22]=[N:23][C:18]([O:17][CH2:16][CH2:15][N:14]([CH3:29])[CH3:13])=[C:19]([C:25]([F:26])([F:27])[F:28])[CH:20]=2)=[O:11])=[C:4]([F:12])[CH:3]=1. The yield is 0.637.